This data is from NCI-60 drug combinations with 297,098 pairs across 59 cell lines. The task is: Regression. Given two drug SMILES strings and cell line genomic features, predict the synergy score measuring deviation from expected non-interaction effect. (1) Drug 1: CC1=C(C(=CC=C1)Cl)NC(=O)C2=CN=C(S2)NC3=CC(=NC(=N3)C)N4CCN(CC4)CCO. Drug 2: CCC1(C2=C(COC1=O)C(=O)N3CC4=CC5=C(C=CC(=C5CN(C)C)O)N=C4C3=C2)O.Cl. Cell line: OVCAR3. Synergy scores: CSS=20.8, Synergy_ZIP=-4.96, Synergy_Bliss=-2.20, Synergy_Loewe=-4.44, Synergy_HSA=1.31. (2) Drug 2: CC1CCCC2(C(O2)CC(NC(=O)CC(C(C(=O)C(C1O)C)(C)C)O)C(=CC3=CSC(=N3)C)C)C. Synergy scores: CSS=32.4, Synergy_ZIP=-10.2, Synergy_Bliss=0.0861, Synergy_Loewe=0.780, Synergy_HSA=0.946. Cell line: MDA-MB-231. Drug 1: COC1=CC(=CC(=C1O)OC)C2C3C(COC3=O)C(C4=CC5=C(C=C24)OCO5)OC6C(C(C7C(O6)COC(O7)C8=CC=CS8)O)O. (3) Drug 1: CC1C(C(CC(O1)OC2CC(CC3=C2C(=C4C(=C3O)C(=O)C5=C(C4=O)C(=CC=C5)OC)O)(C(=O)CO)O)N)O.Cl. Drug 2: C1CC(=O)NC(=O)C1N2CC3=C(C2=O)C=CC=C3N. Cell line: HT29. Synergy scores: CSS=0.0910, Synergy_ZIP=-0.123, Synergy_Bliss=-2.27, Synergy_Loewe=-1.98, Synergy_HSA=-2.83. (4) Drug 1: CC(C1=C(C=CC(=C1Cl)F)Cl)OC2=C(N=CC(=C2)C3=CN(N=C3)C4CCNCC4)N. Drug 2: CC1CCC2CC(C(=CC=CC=CC(CC(C(=O)C(C(C(=CC(C(=O)CC(OC(=O)C3CCCCN3C(=O)C(=O)C1(O2)O)C(C)CC4CCC(C(C4)OC)OCCO)C)C)O)OC)C)C)C)OC. Cell line: A498. Synergy scores: CSS=10.5, Synergy_ZIP=-8.14, Synergy_Bliss=-6.68, Synergy_Loewe=-13.7, Synergy_HSA=-5.13. (5) Drug 1: CC1C(C(=O)NC(C(=O)N2CCCC2C(=O)N(CC(=O)N(C(C(=O)O1)C(C)C)C)C)C(C)C)NC(=O)C3=C4C(=C(C=C3)C)OC5=C(C(=O)C(=C(C5=N4)C(=O)NC6C(OC(=O)C(N(C(=O)CN(C(=O)C7CCCN7C(=O)C(NC6=O)C(C)C)C)C)C(C)C)C)N)C. Drug 2: C1C(C(OC1N2C=NC3=C2NC=NCC3O)CO)O. Cell line: SK-OV-3. Synergy scores: CSS=7.18, Synergy_ZIP=-4.32, Synergy_Bliss=-3.49, Synergy_Loewe=-15.7, Synergy_HSA=-4.04. (6) Drug 1: CCCCC(=O)OCC(=O)C1(CC(C2=C(C1)C(=C3C(=C2O)C(=O)C4=C(C3=O)C=CC=C4OC)O)OC5CC(C(C(O5)C)O)NC(=O)C(F)(F)F)O. Drug 2: C(CCl)NC(=O)N(CCCl)N=O. Cell line: SF-295. Synergy scores: CSS=32.4, Synergy_ZIP=-5.71, Synergy_Bliss=-2.51, Synergy_Loewe=-14.5, Synergy_HSA=-5.32.